From a dataset of Reaction yield outcomes from USPTO patents with 853,638 reactions. Predict the reaction yield, written as a fraction of the theoretical maximum amount of product (1.0 means a 100% yield; for example, 0.34 means a 34% yield). (1) The reactants are Br[C:2]1[CH:7]=[CH:6][C:5]([S:8]([NH:11][CH2:12][CH3:13])(=[O:10])=[O:9])=[C:4]([C:14]([F:17])([F:16])[F:15])[CH:3]=1.[C:18]([C:20]1[N:24]([CH3:25])[C:23](B(O)O)=[CH:22][CH:21]=1)#[N:19].[F-].[K+]. The catalyst is C1C=CC(/C=C/C(/C=C/C2C=CC=CC=2)=O)=CC=1.C1C=CC(/C=C/C(/C=C/C2C=CC=CC=2)=O)=CC=1.C1C=CC(/C=C/C(/C=C/C2C=CC=CC=2)=O)=CC=1.[Pd].[Pd].C(P(C(C)(C)C)C(C)(C)C)(C)(C)C. The product is [C:18]([C:20]1[N:24]([CH3:25])[C:23]([C:2]2[CH:7]=[CH:6][C:5]([S:8]([NH:11][CH2:12][CH3:13])(=[O:10])=[O:9])=[C:4]([C:14]([F:17])([F:16])[F:15])[CH:3]=2)=[CH:22][CH:21]=1)#[N:19]. The yield is 0.450. (2) The reactants are [Br:1][C:2]1[C:3](O[C:6](=[O:8])[CH:7]=1)=[O:4].[CH2:9]([NH:11][NH:12][CH2:13][CH3:14])[CH3:10]. The catalyst is CC(O)=O. The product is [Br:1][C:2]1[C:3](=[O:4])[N:11]([CH2:9][CH3:10])[N:12]([CH2:13][CH3:14])[C:6](=[O:8])[CH:7]=1. The yield is 0.640. (3) The reactants are [C:1]([O:5][C:6]([NH:8][C@@H:9]([CH:13]1[CH2:18][CH2:17][CH2:16][CH2:15][CH2:14]1)[C:10]([OH:12])=O)=[O:7])([CH3:4])([CH3:3])[CH3:2].C1C=CC2N(O)N=NC=2C=1.CN(C(ON1N=NC2C=CC=CC1=2)=[N+](C)C)C.F[P-](F)(F)(F)(F)F.[NH:53]1[CH2:57][CH2:56][CH2:55][C@H:54]1[C:58]1[CH:63]=[CH:62][N:61]=[C:60]([N:64]2[C:72]3[C:67](=[CH:68][CH:69]=[CH:70][CH:71]=3)[CH2:66][CH2:65]2)[CH:59]=1.C(NC(C)C)(C)C. The catalyst is CN(C=O)C.O. The product is [C:1]([O:5][C:6](=[O:7])[NH:8][C@@H:9]([CH:13]1[CH2:18][CH2:17][CH2:16][CH2:15][CH2:14]1)[C:10]([N:53]1[CH2:57][CH2:56][CH2:55][C@H:54]1[C:58]1[CH:63]=[CH:62][N:61]=[C:60]([N:64]2[C:72]3[C:67](=[CH:68][CH:69]=[CH:70][CH:71]=3)[CH2:66][CH2:65]2)[CH:59]=1)=[O:12])([CH3:2])([CH3:3])[CH3:4]. The yield is 0.680.